From a dataset of Reaction yield outcomes from USPTO patents with 853,638 reactions. Predict the reaction yield, written as a fraction of the theoretical maximum amount of product (1.0 means a 100% yield; for example, 0.34 means a 34% yield). (1) The reactants are [H-].[Na+].[CH2:3]([O:5][C:6]([C:8]1[NH:9][C:10]2[C:15]([C:16]=1[C:17]1[CH:22]=[CH:21][CH:20]=[CH:19][CH:18]=1)=[CH:14][C:13]([Cl:23])=[CH:12][CH:11]=2)=[O:7])[CH3:4].Br[CH2:25][CH2:26][CH2:27][C:28]1[CH:33]=[CH:32][CH:31]=[CH:30][CH:29]=1. The catalyst is CCCCCC.CCOCC.CN(C=O)C. The product is [CH2:3]([O:5][C:6]([C:8]1[N:9]([CH2:25][CH2:26][CH2:27][C:28]2[CH:33]=[CH:32][CH:31]=[CH:30][CH:29]=2)[C:10]2[C:15]([C:16]=1[C:17]1[CH:22]=[CH:21][CH:20]=[CH:19][CH:18]=1)=[CH:14][C:13]([Cl:23])=[CH:12][CH:11]=2)=[O:7])[CH3:4]. The yield is 0.770. (2) The reactants are [CH3:1][C:2]1[CH:7]=[CH:6][C:5]([C:8]2[CH:13]=[CH:12][CH:11]=[CH:10][CH:9]=2)=[CH:4][C:3]=1[C:14]([OH:16])=[O:15].C1C(=O)N(Br)C(=[O:20])C1. The catalyst is C(Cl)(Cl)(Cl)Cl.CO. The product is [OH:20][CH:1]1[C:2]2[C:3](=[CH:4][C:5]([C:8]3[CH:13]=[CH:12][CH:11]=[CH:10][CH:9]=3)=[CH:6][CH:7]=2)[C:14](=[O:16])[O:15]1. The yield is 0.460. (3) The catalyst is CS(C)=O.[Cu](I)I. The product is [CH2:23]([O:30][C:31]1[CH:36]=[CH:35][N:34]([C:2]2[CH:3]=[CH:4][C:5]3[C:6]4[CH2:15][N:14]([C:16]([O:18][C:19]([CH3:22])([CH3:21])[CH3:20])=[O:17])[CH2:13][CH2:12][C:7]=4[N:8]([CH3:11])[C:9]=3[CH:10]=2)[C:33](=[O:37])[CH:32]=1)[C:24]1[CH:25]=[CH:26][CH:27]=[CH:28][CH:29]=1. The reactants are Br[C:2]1[CH:3]=[CH:4][C:5]2[C:6]3[CH2:15][N:14]([C:16]([O:18][C:19]([CH3:22])([CH3:21])[CH3:20])=[O:17])[CH2:13][CH2:12][C:7]=3[N:8]([CH3:11])[C:9]=2[CH:10]=1.[CH2:23]([O:30][C:31]1[CH:36]=[CH:35][NH:34][C:33](=[O:37])[CH:32]=1)[C:24]1[CH:29]=[CH:28][CH:27]=[CH:26][CH:25]=1.C([O-])([O-])=O.[K+].[K+].OC1C=CC=C2C=1N=CC=C2.N#N. The yield is 0.510.